Predict the reaction yield, written as a fraction of the theoretical maximum amount of product (1.0 means a 100% yield; for example, 0.34 means a 34% yield). From a dataset of Reaction yield outcomes from USPTO patents with 853,638 reactions. (1) The reactants are [F:1][C:2]([F:15])([C:9]1[CH:14]=[CH:13][CH:12]=[CH:11][CH:10]=1)[CH2:3][O:4][CH2:5][CH2:6][CH2:7][OH:8].C1(CCCCOCCC=O)C=CC=CC=1. No catalyst specified. The product is [F:1][C:2]([F:15])([C:9]1[CH:14]=[CH:13][CH:12]=[CH:11][CH:10]=1)[CH2:3][O:4][CH2:5][CH2:6][CH:7]=[O:8]. The yield is 0.600. (2) The reactants are [N:1]1[C:9]([NH2:10])=[C:8]2[C:4]([N:5]=[CH:6][NH:7]2)=[N:3][CH:2]=1.S(=O)(=O)(O)O.[F:16][C:17](I)([F:19])[F:18].OO. The catalyst is S([O-])([O-])(=O)=O.[Fe+2].CS(C)=O. The product is [F:16][C:17]([F:19])([F:18])[C:6]1[NH:7][C:8]2[C:4](=[N:3][CH:2]=[N:1][C:9]=2[NH2:10])[N:5]=1. The yield is 0.260. (3) The reactants are [CH3:1][C:2]1([CH3:21])[CH:6]([C:7]2[CH:12]=[CH:11][CH:10]=[CH:9][CH:8]=2)[C:5]2[C:13]([CH3:20])=[C:14]([NH2:19])[C:15]([CH3:18])=[C:16]([CH3:17])[C:4]=2[O:3]1.Cl[CH2:23][C:24]1[CH:29]=[C:28]([O:30][CH3:31])[C:27]([O:32][CH3:33])=[CH:26][C:25]=1[CH2:34]Cl.C(=O)([O-])[O-].[Na+].[Na+]. The catalyst is O1CCCC1.[I-].C([N+](CCCC)(CCCC)CCCC)CCC. The product is [CH3:33][O:32][C:27]1[CH:26]=[C:25]2[C:24](=[CH:29][C:28]=1[O:30][CH3:31])[CH2:23][N:19]([C:14]1[C:15]([CH3:18])=[C:16]([CH3:17])[C:4]3[O:3][C:2]([CH3:21])([CH3:1])[CH:6]([C:7]4[CH:8]=[CH:9][CH:10]=[CH:11][CH:12]=4)[C:5]=3[C:13]=1[CH3:20])[CH2:34]2. The yield is 0.260. (4) The reactants are [C:1]([O:5][C:6]([N:8]1[CH2:13][CH2:12][CH:11]([O:14][C:15]2[CH:20]=[CH:19][C:18]([NH:21][CH2:22]/[CH:23]=[CH:24]/[C:25]3[CH:26]=[C:27]([CH:30]=[CH:31][CH:32]=3)[C:28]#[N:29])=[CH:17][CH:16]=2)[CH2:10][CH2:9]1)=[O:7])([CH3:4])([CH3:3])[CH3:2].N1C=CC=CC=1.[C:39](OC(=O)C)(=[O:41])[CH3:40].O. The catalyst is ClCCl. The product is [C:1]([O:5][C:6]([N:8]1[CH2:13][CH2:12][CH:11]([O:14][C:15]2[CH:20]=[CH:19][C:18]([N:21]([CH2:22]/[CH:23]=[CH:24]/[C:25]3[CH:32]=[CH:31][CH:30]=[C:27]([C:28]#[N:29])[CH:26]=3)[C:39](=[O:41])[CH3:40])=[CH:17][CH:16]=2)[CH2:10][CH2:9]1)=[O:7])([CH3:4])([CH3:2])[CH3:3]. The yield is 0.500. (5) The yield is 0.480. The product is [CH3:1][O:2][C:3]1[CH:8]=[CH:7][CH:6]=[C:5]([O:9][CH3:10])[C:4]=1[P:19]([C:15]1[C:22]([O:24][CH3:25])=[CH:23][CH:12]=[CH:13][C:14]=1[O:21][CH3:20])[CH3:17]. The reactants are [CH3:1][O:2][C:3]1[CH:8]=[CH:7][CH:6]=[C:5]([O:9][CH3:10])[CH:4]=1.[Li][CH2:12][CH2:13][CH2:14][CH3:15].Cl[CH:17]([PH2:19])Cl.[CH3:20][OH:21].[CH2:22]([O:24][CH2:25]C)[CH3:23]. The catalyst is CN(C)CCN(C)C.